From a dataset of Forward reaction prediction with 1.9M reactions from USPTO patents (1976-2016). Predict the product of the given reaction. (1) Given the reactants [OH:1][C:2]1[C:3]([C:19]([C:22]2[CH:27]=[CH:26][CH:25]=[CH:24][CH:23]=2)([CH3:21])[CH3:20])=[N:4][C:5]2[C:10]([C:11]=1[C:12]([OH:14])=[O:13])=[CH:9][CH:8]=[C:7]1CCCC[C:6]=21.[CH:28]([C:31]1C=CC=C2C=1NC(=O)C2=O)(C)[CH3:29].C(OCC(=O)C(C1C=CC([Cl:57])=CC=1)(C)C)(=O)C, predict the reaction product. The product is: [Cl:57][C:25]1[CH:26]=[CH:27][C:22]([C:19]([C:3]2[C:2]([OH:1])=[C:11]([C:12]([OH:14])=[O:13])[C:10]3[C:5](=[C:6]([CH:28]([CH3:31])[CH3:29])[CH:7]=[CH:8][CH:9]=3)[N:4]=2)([CH3:21])[CH3:20])=[CH:23][CH:24]=1. (2) Given the reactants [F:1][CH:2]([F:15])[C:3]([C:5]1[CH:14]=[CH:13][C:12]2[C:7](=[CH:8][CH:9]=[CH:10][CH:11]=2)[CH:6]=1)=[O:4].Cl[C:17]1[CH:22]=[CH:21][C:20]([O:23][CH3:24])=[CH:19][CH:18]=1, predict the reaction product. The product is: [F:1][C:2]([F:15])([C:17]1[CH:22]=[CH:21][C:20]([O:23][CH3:24])=[CH:19][CH:18]=1)[C:3]([C:5]1[CH:14]=[CH:13][C:12]2[C:7](=[CH:8][CH:9]=[CH:10][CH:11]=2)[CH:6]=1)=[O:4]. (3) Given the reactants [Cl:1][C:2]1[CH:3]=[N:4][C:5]2[C:10]([CH:11]=1)=[CH:9][C:8]([CH2:12][C:13]1[CH:14]=[C:15]([CH:20]=[CH:21][N:22]=1)[C:16]([O:18]C)=[O:17])=[CH:7][CH:6]=2.[Li+].[OH-], predict the reaction product. The product is: [Cl:1][C:2]1[CH:3]=[N:4][C:5]2[C:10]([CH:11]=1)=[CH:9][C:8]([CH2:12][C:13]1[CH:14]=[C:15]([CH:20]=[CH:21][N:22]=1)[C:16]([OH:18])=[O:17])=[CH:7][CH:6]=2. (4) Given the reactants [Br:1][C:2]1[CH:3]=[C:4]([C:8]2([C:12]3[CH:17]=[CH:16][CH:15]=[C:14]([Br:18])[CH:13]=3)[CH2:11][NH:10][CH2:9]2)[CH:5]=[CH:6][CH:7]=1.[C:19]([C:23]1[CH:28]=[CH:27][C:26](I)=[CH:25][CH:24]=1)([CH3:22])([CH3:21])[CH3:20].CC1(C)C2C(=C(P(C3C=CC=CC=3)C3C=CC=CC=3)C=CC=2)OC2C(P(C3C=CC=CC=3)C3C=CC=CC=3)=CC=CC1=2.CC(C)([O-])C, predict the reaction product. The product is: [Br:1][C:2]1[CH:3]=[C:4]([C:8]2([C:12]3[CH:17]=[CH:16][CH:15]=[C:14]([Br:18])[CH:13]=3)[CH2:9][N:10]([C:26]3[CH:27]=[CH:28][C:23]([C:19]([CH3:22])([CH3:21])[CH3:20])=[CH:24][CH:25]=3)[CH2:11]2)[CH:5]=[CH:6][CH:7]=1. (5) Given the reactants [F:1][C:2]1[CH:36]=[CH:35][C:5]([C:6]([NH:8][C@@:9]([C:21]2[CH:26]=[C:25]([O:27][C:28]([F:33])([F:32])[CH:29]([F:31])[F:30])[CH:24]=[C:23]([F:34])[CH:22]=2)([C:14]2[CH:19]=[CH:18][C:17]([F:20])=[CH:16][CH:15]=2)[CH2:10][C:11]([OH:13])=[O:12])=[O:7])=[CH:4][C:3]=1[C:37]([F:40])([F:39])[F:38].[CH:41]1C=CC(P(N=[N+]=[N-])(C2C=CC=CC=2)=O)=CC=1.CO.C([O-])([O-])=O.[K+].[K+], predict the reaction product. The product is: [F:1][C:2]1[CH:36]=[CH:35][C:5]([C:6]([NH:8][C@@:9]([C:21]2[CH:26]=[C:25]([O:27][C:28]([F:32])([F:33])[CH:29]([F:31])[F:30])[CH:24]=[C:23]([F:34])[CH:22]=2)([C:14]2[CH:15]=[CH:16][C:17]([F:20])=[CH:18][CH:19]=2)[CH2:10][C:11]([O:13][CH3:41])=[O:12])=[O:7])=[CH:4][C:3]=1[C:37]([F:40])([F:39])[F:38]. (6) Given the reactants Cl[C:2]1[C:3]2[N:10]([CH3:11])[C:9]([C:12]#[N:13])=[CH:8][C:4]=2[N:5]=[CH:6][N:7]=1.[NH2:14][C:15]1[CH:32]=[CH:31][C:18]([O:19][C:20]2[CH:28]=[CH:27][CH:26]=[C:25]3[C:21]=2[CH2:22][C:23](=[O:30])[N:24]3[CH3:29])=[C:17]([Cl:33])[CH:16]=1.Cl.N1C=CC=CC=1.C(=O)([O-])O.[Na+], predict the reaction product. The product is: [Cl:33][C:17]1[CH:16]=[C:15]([NH:14][C:2]2[C:3]3[N:10]([CH3:11])[C:9]([C:12]#[N:13])=[CH:8][C:4]=3[N:5]=[CH:6][N:7]=2)[CH:32]=[CH:31][C:18]=1[O:19][C:20]1[CH:28]=[CH:27][CH:26]=[C:25]2[C:21]=1[CH2:22][C:23](=[O:30])[N:24]2[CH3:29]. (7) Given the reactants [CH:1]1[C:6]2[C:7]3[NH:8][C:9]4[CH:18]=[CH:17][C:16]([OH:19])=[CH:15][C:10]=4[C:11]=3[CH2:12][CH2:13][S:14][C:5]=2[CH:4]=[CH:3][CH:2]=1.[CH3:20][C:21]([Si:24](Cl)([CH3:26])[CH3:25])([CH3:23])[CH3:22], predict the reaction product. The product is: [C:21]([Si:24]([CH3:26])([CH3:25])[O:19][C:16]1[CH:17]=[CH:18][C:9]2[NH:8][C:7]3[C:6]4[CH:1]=[CH:2][CH:3]=[CH:4][C:5]=4[S:14][CH2:13][CH2:12][C:11]=3[C:10]=2[CH:15]=1)([CH3:23])([CH3:22])[CH3:20]. (8) Given the reactants [OH:1][CH:2]1[CH2:7][CH2:6][N:5]([C:8]([O:10][C:11]([CH3:14])([CH3:13])[CH3:12])=[O:9])[CH2:4][CH2:3]1.[H-].[Na+].Cl[C:18]1[CH:23]=[CH:22][N:21]=[CH:20][C:19]=1[N+:24]([O-:26])=[O:25], predict the reaction product. The product is: [N+:24]([C:19]1[CH:20]=[N:21][CH:22]=[CH:23][C:18]=1[O:1][CH:2]1[CH2:3][CH2:4][N:5]([C:8]([O:10][C:11]([CH3:14])([CH3:13])[CH3:12])=[O:9])[CH2:6][CH2:7]1)([O-:26])=[O:25].